Dataset: Reaction yield outcomes from USPTO patents with 853,638 reactions. Task: Predict the reaction yield, written as a fraction of the theoretical maximum amount of product (1.0 means a 100% yield; for example, 0.34 means a 34% yield). (1) No catalyst specified. The yield is 0.860. The reactants are [C:1]([N:4]1[C:13]2[C:8](=[CH:9][C:10]([C:14](O)=[O:15])=[CH:11][CH:12]=2)[C@H:7]([NH:17][C:18]2[CH:23]=[CH:22][C:21]([N:24]3[CH2:29][CH2:28][O:27][CH2:26][CH2:25]3)=[CH:20][CH:19]=2)[CH2:6][C@@H:5]1[CH3:30])(=[O:3])[CH3:2].[CH:31]([NH2:34])([CH3:33])[CH3:32]. The product is [C:1]([N:4]1[C:13]2[C:8](=[CH:9][C:10]([C:14]([NH:34][CH:31]([CH3:33])[CH3:32])=[O:15])=[CH:11][CH:12]=2)[C@H:7]([NH:17][C:18]2[CH:23]=[CH:22][C:21]([N:24]3[CH2:25][CH2:26][O:27][CH2:28][CH2:29]3)=[CH:20][CH:19]=2)[CH2:6][C@@H:5]1[CH3:30])(=[O:3])[CH3:2]. (2) The reactants are [NH:1]1[CH2:6][CH2:5][CH2:4][CH2:3][CH2:2]1.[CH3:7][O:8][C:9]1[CH:14]=[CH:13][C:12]([N:15]2[CH2:20][CH2:19][N:18]([C:21]3[C:22]([CH3:35])=[C:23]([CH3:34])[C:24]4[O:28][C:27]([CH3:30])([CH3:29])[CH:26](O)[C:25]=4[C:32]=3[CH3:33])[CH2:17][CH2:16]2)=[CH:11][CH:10]=1. The catalyst is C(O)C. The yield is 0.800. The product is [CH3:7][O:8][C:9]1[CH:10]=[CH:11][C:12]([N:15]2[CH2:20][CH2:19][N:18]([C:21]3[C:22]([CH3:35])=[C:23]([CH3:34])[C:24]4[O:28][C:27]([CH3:29])([CH3:30])[CH:26]([N:1]5[CH2:6][CH2:5][CH2:4][CH2:3][CH2:2]5)[C:25]=4[C:32]=3[CH3:33])[CH2:17][CH2:16]2)=[CH:13][CH:14]=1. (3) The reactants are [Cl:1][C:2]1[C:3]2[CH:14]=[CH:13][CH:12]=[CH:11][C:4]=2[S:5][C:6]=1[CH2:7][CH2:8][CH:9]=[O:10].[C:15]([Mg]Br)#[CH:16].[NH4+].[Cl-]. The catalyst is C1COCC1. The product is [Cl:1][C:2]1[C:3]2[CH:14]=[CH:13][CH:12]=[CH:11][C:4]=2[S:5][C:6]=1[CH2:7][CH2:8][CH:9]([OH:10])[C:15]#[CH:16]. The yield is 0.930. (4) The reactants are [O:1]1[CH:5]=[CH:4][CH:3]=[C:2]1[C:6]1[N:7]=[C:8]([NH:28][C:29]([C:31]2[CH:36]=[CH:35][N:34]=[CH:33][CH:32]=2)=[O:30])[S:9][C:10]=1[C:11]([C:13]1[CH:17]=[CH:16][N:15]([Si](C(C)C)(C(C)C)C(C)C)[CH:14]=1)=[O:12].Cl.C(=O)([O-])O.[Na+]. The catalyst is C(O)C. The product is [O:1]1[CH:5]=[CH:4][CH:3]=[C:2]1[C:6]1[N:7]=[C:8]([NH:28][C:29]([C:31]2[CH:32]=[CH:33][N:34]=[CH:35][CH:36]=2)=[O:30])[S:9][C:10]=1[C:11]([C:13]1[CH:17]=[CH:16][NH:15][CH:14]=1)=[O:12]. The yield is 0.820. (5) The reactants are [OH:1][C:2]1[CH:3]=[CH:4][C:5]2[N:9]([CH3:10])[C:8](=[O:11])[N:7]([CH2:12][C@H:13]3[CH2:18][CH2:17][C@H:16]([C:19]([OH:21])=[O:20])[CH2:15][CH2:14]3)[C:6]=2[CH:22]=1.[CH3:23]O. The catalyst is OS(O)(=O)=O. The product is [CH3:23][O:20][C:19]([C@H:16]1[CH2:17][CH2:18][C@H:13]([CH2:12][N:7]2[C:6]3[CH:22]=[C:2]([OH:1])[CH:3]=[CH:4][C:5]=3[N:9]([CH3:10])[C:8]2=[O:11])[CH2:14][CH2:15]1)=[O:21]. The yield is 0.890. (6) The reactants are [NH2:1][C:2]1[C:7]([F:8])=[CH:6][N:5]=[C:4]([OH:9])[N:3]=1.[Cl:10][C:11]1[CH:12]=[C:13]([N:17]=[C:18]=[O:19])[CH:14]=[CH:15][CH:16]=1. The catalyst is O1CCCC1. The product is [NH2:1][C:2]1[C:7]([F:8])=[CH:6][N:5]([C:18]([NH:17][C:13]2[CH:14]=[CH:15][CH:16]=[C:11]([Cl:10])[CH:12]=2)=[O:19])[C:4](=[O:9])[N:3]=1. The yield is 0.820.